This data is from Reaction yield outcomes from USPTO patents with 853,638 reactions. The task is: Predict the reaction yield, written as a fraction of the theoretical maximum amount of product (1.0 means a 100% yield; for example, 0.34 means a 34% yield). (1) The product is [O:1]=[C:2]1[NH:7][CH:6]=[N:5][C:4]([C:8]([O:10][CH3:13])=[O:9])=[CH:3]1. The yield is 0.700. The reactants are [O:1]=[C:2]1[NH:7][CH:6]=[N:5][C:4]([C:8]([OH:10])=[O:9])=[CH:3]1.Cl[Si](C)(C)[CH3:13]. The catalyst is CO. (2) The reactants are [Cl:1][C:2]1[CH:7]=[C:6]([F:8])[C:5]([NH:9][C:10]([NH:12][C:13]2[CH:18]=[CH:17][C:16]([F:19])=[C:15]([CH2:20][N:21]3[CH2:26][CH2:25][O:24][CH2:23][CH2:22]3)[CH:14]=2)=[O:11])=[CH:4][C:3]=1[C:27]1[C:28](=[O:42])[N:29]([CH2:40][CH3:41])[C:30]2[C:35]([CH:36]=1)=[CH:34][N:33]=[C:32]([NH:37][CH:38]=[O:39])[CH:31]=2.Cl. The catalyst is CC#N. The product is [ClH:1].[Cl:1][C:2]1[CH:7]=[C:6]([F:8])[C:5]([NH:9][C:10]([NH:12][C:13]2[CH:18]=[CH:17][C:16]([F:19])=[C:15]([CH2:20][N:21]3[CH2:26][CH2:25][O:24][CH2:23][CH2:22]3)[CH:14]=2)=[O:11])=[CH:4][C:3]=1[C:27]1[C:28](=[O:42])[N:29]([CH2:40][CH3:41])[C:30]2[C:35]([CH:36]=1)=[CH:34][N:33]=[C:32]([NH:37][CH:38]=[O:39])[CH:31]=2. The yield is 0.910. (3) The reactants are CS(O[CH2:6][CH2:7][CH2:8][C:9]([C:17]1[CH:21]=[C:20]([CH:22]2[O:26]CCO2)[S:19][CH:18]=1)([OH:16])[C:10]1[CH:15]=[CH:14][CH:13]=[CH:12][CH:11]=1)(=O)=O.[H-].[Na+].Cl. The catalyst is C1COCC1.CN(C=O)C. The product is [C:10]1([C:9]2([C:17]3[CH:21]=[C:20]([CH:22]=[O:26])[S:19][CH:18]=3)[CH2:8][CH2:7][CH2:6][O:16]2)[CH:15]=[CH:14][CH:13]=[CH:12][CH:11]=1. The yield is 0.750. (4) The reactants are [Cl-].O[NH3+:3].[C:4](=[O:7])([O-])[OH:5].[Na+].CS(C)=O.[CH:13]([O:16][C:17]1[CH:22]=[CH:21][C:20]([N:23]2[C:28](=[O:29])[C:27]([CH2:30][C:31]3[CH:36]=[CH:35][C:34]([C:37]4[C:38]([C:43]#[N:44])=[CH:39][CH:40]=[CH:41][CH:42]=4)=[CH:33][CH:32]=3)=[C:26]([CH2:45][CH2:46][CH3:47])[N:25]=[C:24]2[CH3:48])=[CH:19][C:18]=1[CH3:49])([CH3:15])[CH3:14]. The catalyst is O.C(OCC)(=O)C. The product is [CH:13]([O:16][C:17]1[CH:22]=[CH:21][C:20]([N:23]2[C:28](=[O:29])[C:27]([CH2:30][C:31]3[CH:36]=[CH:35][C:34]([C:37]4[CH:42]=[CH:41][CH:40]=[CH:39][C:38]=4[C:43]4[NH:3][C:4](=[O:7])[O:5][N:44]=4)=[CH:33][CH:32]=3)=[C:26]([CH2:45][CH2:46][CH3:47])[N:25]=[C:24]2[CH3:48])=[CH:19][C:18]=1[CH3:49])([CH3:14])[CH3:15]. The yield is 0.730. (5) The catalyst is C1COCC1. The yield is 0.590. The product is [NH2:11][C:5]1[CH:4]=[CH:3][C:2]([Br:1])=[CH:10][C:6]=1[C:7](=[O:9])[CH3:16]. The reactants are [Br:1][C:2]1[CH:10]=[C:6]([C:7]([OH:9])=O)[C:5]([NH2:11])=[CH:4][CH:3]=1.C[Li].[Cl-].[NH4+].[C:16](OCC)(=O)C. (6) The reactants are [CH3:1][O:2][C:3]1[CH:4]=[C:5]([CH:9]=[CH:10][CH:11]=1)[C:6](Cl)=[O:7].[CH2:12]([NH:19][C:20]([C:22]1[S:26][C:25]([NH2:27])=[N:24][C:23]=1[CH3:28])=[O:21])[C:13]1[CH:18]=[CH:17][CH:16]=[CH:15][CH:14]=1. No catalyst specified. The product is [CH2:12]([NH:19][C:20]([C:22]1[S:26][C:25]([NH:27][C:6](=[O:7])[C:5]2[CH:9]=[CH:10][CH:11]=[C:3]([O:2][CH3:1])[CH:4]=2)=[N:24][C:23]=1[CH3:28])=[O:21])[C:13]1[CH:18]=[CH:17][CH:16]=[CH:15][CH:14]=1. The yield is 0.340. (7) The reactants are [CH3:1][O:2][C:3]1[CH:4]=[C:5]([CH2:9][CH2:10][NH:11][C:12]2[CH:17]=[CH:16][CH:15]=[CH:14][CH:13]=2)[CH:6]=[CH:7][CH:8]=1.[Br:18][C:19]1[CH:24]=[CH:23][C:22]([CH2:25][C:26](Cl)=[O:27])=[CH:21][CH:20]=1.BrC(C1C=CC=CC=1)C(Cl)=O.C(Cl)(=O)C(Cl)=O. The catalyst is C(OCC)(=O)C.C(Cl)Cl.O. The product is [Br:18][C:19]1[CH:24]=[CH:23][C:22]([CH2:25][C:26]([N:11]([CH2:10][CH2:9][C:5]2[CH:6]=[CH:7][CH:8]=[C:3]([O:2][CH3:1])[CH:4]=2)[C:12]2[CH:17]=[CH:16][CH:15]=[CH:14][CH:13]=2)=[O:27])=[CH:21][CH:20]=1. The yield is 0.980. (8) The product is [NH2:1][C:4]1[CH:9]=[CH:8][CH:7]=[CH:6][C:5]=1[S:10]([NH:13][CH2:14][CH2:15][CH3:16])(=[O:12])=[O:11]. The reactants are [N+:1]([C:4]1[CH:9]=[CH:8][CH:7]=[CH:6][C:5]=1[S:10]([NH:13][CH2:14][CH2:15][CH3:16])(=[O:12])=[O:11])([O-])=O. The yield is 0.983. The catalyst is CO.[Pd]. (9) The reactants are C=O.[S:3]1[CH:7]=[CH:6][C:5]2[CH:8]=[C:9]([N:12]3[C@@H:21]4[C@@H:16]([CH2:17][CH2:18][CH2:19][CH2:20]4)[NH:15][C:14]([CH3:23])([CH3:22])[CH2:13]3)[CH:10]=[CH:11][C:4]1=2.[C:24]([BH3-])#N.[Na+].[ClH:28].C(OCC)(=O)C. The catalyst is C(O)C.C(O)(=O)C.CO. The product is [ClH:28].[S:3]1[CH:7]=[CH:6][C:5]2[CH:8]=[C:9]([N:12]3[C@H:21]4[C@H:16]([CH2:17][CH2:18][CH2:19][CH2:20]4)[N:15]([CH3:24])[C:14]([CH3:23])([CH3:22])[CH2:13]3)[CH:10]=[CH:11][C:4]1=2. The yield is 0.740. (10) The reactants are Cl.O1CCOCC1.[F:8][C:9]1[CH:14]=[CH:13][C:12]([C:15]2[C:23]3[C:18](=[CH:19][CH:20]=[C:21]([NH:24][C:25]([C:27]4([N:53]([CH:55]=[O:56])[CH3:54])[CH2:31][CH2:30][N:29]([CH2:32][C:33](=[O:52])[N:34]5[CH2:39][CH:38]=[C:37]([C:40]6[CH:45]=[CH:44][C:43]([C:46]7[N:51]=[CH:50][CH:49]=[CH:48][N:47]=7)=[CH:42][CH:41]=6)[CH2:36][CH2:35]5)[CH2:28]4)=[O:26])[CH:22]=3)[N:17](C(C3C=CC=CC=3)(C3C=CC=CC=3)C3C=CC=CC=3)[N:16]=2)=[CH:11][CH:10]=1. The catalyst is C(Cl)Cl. The product is [F:8][C:9]1[CH:14]=[CH:13][C:12]([C:15]2[C:23]3[C:18](=[CH:19][CH:20]=[C:21]([NH:24][C:25]([C:27]4([N:53]([CH:55]=[O:56])[CH3:54])[CH2:31][CH2:30][N:29]([CH2:32][C:33](=[O:52])[N:34]5[CH2:35][CH:36]=[C:37]([C:40]6[CH:45]=[CH:44][C:43]([C:46]7[N:47]=[CH:48][CH:49]=[CH:50][N:51]=7)=[CH:42][CH:41]=6)[CH2:38][CH2:39]5)[CH2:28]4)=[O:26])[CH:22]=3)[NH:17][N:16]=2)=[CH:11][CH:10]=1. The yield is 0.840.